This data is from Retrosynthesis with 50K atom-mapped reactions and 10 reaction types from USPTO. The task is: Predict the reactants needed to synthesize the given product. Given the product C[C@H]1CN(c2ccncc2[N+](=O)[O-])C[C@@H](NC(=O)OC(C)(C)C)[C@@H]1O[Si](C)(C)C(C)(C)C, predict the reactants needed to synthesize it. The reactants are: C[C@H]1CNC[C@@H](NC(=O)OC(C)(C)C)[C@@H]1O[Si](C)(C)C(C)(C)C.O=[N+]([O-])c1cnccc1Cl.